From a dataset of Full USPTO retrosynthesis dataset with 1.9M reactions from patents (1976-2016). Predict the reactants needed to synthesize the given product. (1) Given the product [CH2:1]([O:8][C:9]([NH:11][C@H:12]([C:13]1[N:15]([C@@H:16]([CH2:27][C:28]2[CH:33]=[CH:32][CH:31]=[CH:30][CH:29]=2)[C:17]([O:19][CH2:20][C:21]2[CH:26]=[CH:25][CH:24]=[CH:23][CH:22]=2)=[O:18])[N:92]=[N:91][N:90]=1)[CH2:34][C:35]1[CH:40]=[CH:39][CH:38]=[CH:37][CH:36]=1)=[O:10])[C:2]1[CH:7]=[CH:6][CH:5]=[CH:4][CH:3]=1, predict the reactants needed to synthesize it. The reactants are: [CH2:1]([O:8][C:9]([NH:11][C@@H:12]([CH2:34][C:35]1[CH:40]=[CH:39][CH:38]=[CH:37][CH:36]=1)[C:13]([NH:15][C@@H:16]([CH2:27][C:28]1[CH:33]=[CH:32][CH:31]=[CH:30][CH:29]=1)[C:17]([O:19][CH2:20][C:21]1[CH:26]=[CH:25][CH:24]=[CH:23][CH:22]=1)=[O:18])=O)=[O:10])[C:2]1[CH:7]=[CH:6][CH:5]=[CH:4][CH:3]=1.C1(P(C2C=CC=CC=2)C2C=CC=CN=2)C=CC=CC=1.N#N.CC(OC(/N=N/C(OC(C)C)=O)=O)C.C1(P([N:90]=[N+:91]=[N-:92])(C2C=CC=CC=2)=O)C=CC=CC=1. (2) The reactants are: [NH:1]1[CH2:6][CH2:5][NH:4][CH2:3][CH2:2]1.[Cl:7][C:8]1[S:12][C:11](/[CH:13]=[CH:14]/[S:15](Cl)(=[O:17])=[O:16])=[CH:10][CH:9]=1. Given the product [Cl:7][C:8]1[S:12][C:11](/[CH:13]=[CH:14]/[S:15]([N:1]2[CH2:6][CH2:5][NH:4][CH2:3][CH2:2]2)(=[O:17])=[O:16])=[CH:10][CH:9]=1, predict the reactants needed to synthesize it. (3) Given the product [C:45]([OH:52])(=[O:51])/[CH:46]=[CH:47]\[C:48]([OH:50])=[O:49].[C:45]([OH:52])(=[O:51])/[CH:46]=[CH:47]\[C:48]([OH:50])=[O:49].[C:45]([OH:52])(=[O:51])/[CH:46]=[CH:47]\[C:48]([OH:50])=[O:49].[NH2:1][C:2]1[N:7]=[CH:6][N:5]=[C:4]2[N:8]([C@H:32]3[CH2:33][CH2:34][C@H:35]([N:38]4[CH2:39][CH2:40][N:41]([CH3:44])[CH2:42][CH2:43]4)[CH2:36][CH2:37]3)[N:9]=[C:10]([C:11]3[CH:16]=[CH:15][C:14]([NH:17][C:18](=[O:29])[C:19]4[CH:20]=[CH:21][C:22]([C:25]([F:26])([F:28])[F:27])=[CH:23][CH:24]=4)=[C:13]([O:30][CH3:31])[CH:12]=3)[C:3]=12, predict the reactants needed to synthesize it. The reactants are: [NH2:1][C:2]1[N:7]=[CH:6][N:5]=[C:4]2[N:8]([C@H:32]3[CH2:37][CH2:36][C@H:35]([N:38]4[CH2:43][CH2:42][N:41]([CH3:44])[CH2:40][CH2:39]4)[CH2:34][CH2:33]3)[N:9]=[C:10]([C:11]3[CH:16]=[CH:15][C:14]([NH:17][C:18](=[O:29])[C:19]4[CH:24]=[CH:23][C:22]([C:25]([F:28])([F:27])[F:26])=[CH:21][CH:20]=4)=[C:13]([O:30][CH3:31])[CH:12]=3)[C:3]=12.[C:45]([OH:52])(=[O:51])/[CH:46]=[CH:47]\[C:48]([OH:50])=[O:49]. (4) Given the product [C:29]([NH:1][C:4]1[CH:5]=[C:6]([C:15]2[CH:20]=[CH:19][C:18]([O:21][CH2:22][C:23]3[CH:28]=[CH:27][CH:26]=[CH:25][CH:24]=3)=[CH:17][CH:16]=2)[CH:7]=[CH:8][C:9]=1[CH2:10][C:11]([O:13][CH3:14])=[O:12])(=[O:31])[CH3:30], predict the reactants needed to synthesize it. The reactants are: [N+:1]([C:4]1[CH:5]=[C:6]([C:15]2[CH:20]=[CH:19][C:18]([O:21][CH2:22][C:23]3[CH:28]=[CH:27][CH:26]=[CH:25][CH:24]=3)=[CH:17][CH:16]=2)[CH:7]=[CH:8][C:9]=1[CH2:10][C:11]([O:13][CH3:14])=[O:12])([O-])=O.[C:29](OC(=O)C)(=[O:31])[CH3:30].C(Br)C1C=CC=CC=1.C(=O)([O-])[O-].[K+].[K+].